This data is from Forward reaction prediction with 1.9M reactions from USPTO patents (1976-2016). The task is: Predict the product of the given reaction. Given the reactants [CH3:1][O:2][C:3]1[CH:4]=[C:5]([C@H:11]2[CH2:16][CH2:15][CH2:14][CH2:13][C@H:12]2[NH2:17])[CH:6]=[CH:7][C:8]=1[O:9][CH3:10].Cl.C(N=C=NCCCN(C)C)C.[CH3:30][O:31][C:32]1[N:40]=[C:39]([O:41][CH3:42])[CH:38]=[CH:37][C:33]=1[C:34](O)=[O:35], predict the reaction product. The product is: [CH3:1][O:2][C:3]1[CH:4]=[C:5]([C@H:11]2[CH2:16][CH2:15][CH2:14][CH2:13][C@H:12]2[NH:17][C:34](=[O:35])[C:33]2[CH:37]=[CH:38][C:39]([O:41][CH3:42])=[N:40][C:32]=2[O:31][CH3:30])[CH:6]=[CH:7][C:8]=1[O:9][CH3:10].